Dataset: HIV replication inhibition screening data with 41,000+ compounds from the AIDS Antiviral Screen. Task: Binary Classification. Given a drug SMILES string, predict its activity (active/inactive) in a high-throughput screening assay against a specified biological target. (1) The compound is NC(=S)NNC(=O)CCC(=O)Nc1ccc(Cl)cc1Cl. The result is 0 (inactive). (2) The compound is COc1ccc(N2C(=O)C3c4[nH]c5ccc(OC)cc5c4C4CCC(c5ccccc5)CC4C3C2=O)cc1. The result is 0 (inactive). (3) The drug is OCC(O)C(OC1OC(CO)C(O)C(O)C1O)c1nn(-c2ccccc2)c2nc3cc(Cl)c(Cl)cc3cc12. The result is 0 (inactive). (4) The molecule is CC(C)CC(NC(=O)OCc1ccccc1)C(=O)NCCCCC(N)C(=O)NC(CCCCNC(=O)C(CC(C)C)NC(=O)OCc1ccccc1)C(=O)NC(CCCCNC(=O)C(CC(C)C)NC(=O)OCc1ccccc1)C(=O)NC(CCCCNC(=O)C(CC(C)C)NC(=O)OCc1ccccc1)C(=O)NC(CCCCNC(=O)C(CC(C)C)NC(=O)OCc1ccccc1)C(=O)NC(CCCCNC(=O)C(CC(C)C)NC(=O)OCc1ccccc1)C(=O)O. The result is 0 (inactive). (5) The molecule is O=C(NP(=O)(N1CC1)N1CC1)c1cc(I)ccc1I. The result is 0 (inactive). (6) The drug is CC1(C)OC2OC(C(COS(=O)(=O)C(F)(F)F)N=[N+]=[N-])C(OC(=O)c3ccccc3)C2O1. The result is 0 (inactive).